The task is: Regression. Given a peptide amino acid sequence and an MHC pseudo amino acid sequence, predict their binding affinity value. This is MHC class II binding data.. This data is from Peptide-MHC class II binding affinity with 134,281 pairs from IEDB. (1) The peptide sequence is LMCEIEGHHLASAAI. The binding affinity (normalized) is 0.356. The MHC is DRB1_0401 with pseudo-sequence DRB1_0401. (2) The peptide sequence is SLQYLALVALVAPKK. The MHC is HLA-DPA10201-DPB11401 with pseudo-sequence HLA-DPA10201-DPB11401. The binding affinity (normalized) is 0.352. (3) The peptide sequence is GPLLVLQAGFFLLTR. The MHC is HLA-DQA10501-DQB10201 with pseudo-sequence HLA-DQA10501-DQB10201. The binding affinity (normalized) is 0.207. (4) The peptide sequence is KLTNTKGLHHLQLIL. The MHC is DRB1_0101 with pseudo-sequence DRB1_0101. The binding affinity (normalized) is 0.258. (5) The peptide sequence is ALRWNLQMGHSVLPK. The MHC is DRB1_1302 with pseudo-sequence DRB1_1302. The binding affinity (normalized) is 0.788. (6) The peptide sequence is RVYCDPCRAGFETNV. The MHC is DRB3_0202 with pseudo-sequence DRB3_0202. The binding affinity (normalized) is 0.158.